Dataset: Forward reaction prediction with 1.9M reactions from USPTO patents (1976-2016). Task: Predict the product of the given reaction. Given the reactants COC1C=CC(C([NH:24][C:25]2[N:30]([CH3:31])[C:29](=[O:32])[C:28]([CH3:34])([CH3:33])[C@:27]([C:36]3[CH:41]=[C:40](Br)[CH:39]=[CH:38][C:37]=3[F:43])([CH3:35])[N:26]=2)(C2C=CC(OC)=CC=2)C2C=CC=CC=2)=CC=1.[NH2:44][C:45]1[CH:52]=[CH:51][C:48]([C:49]#[N:50])=[CH:47][C:46]=1[Cl:53], predict the reaction product. The product is: [NH2:24][C:25]1[N:30]([CH3:31])[C:29](=[O:32])[C:28]([CH3:34])([CH3:33])[C@:27]([C:36]2[CH:41]=[C:40]([NH:44][C:45]3[CH:52]=[CH:51][C:48]([C:49]#[N:50])=[CH:47][C:46]=3[Cl:53])[CH:39]=[CH:38][C:37]=2[F:43])([CH3:35])[N:26]=1.